Task: Binary Classification. Given a drug SMILES string, predict its activity (active/inactive) in a high-throughput screening assay against a specified biological target.. Dataset: M1 muscarinic receptor antagonist screen with 61,756 compounds (1) The compound is S(CC(=O)N1CCN(CC1)C(=O)c1occc1)c1sc(=S)n(n1)c1ccc(F)cc1. The result is 0 (inactive). (2) The molecule is S1Cc2n(c(nn2)C2Oc3c(OC2)cccc3)c2c1cccc2. The result is 0 (inactive). (3) The compound is Clc1c(cc(NC(=O)C2Oc3c(OC2)cccc3)cc1)C(OC)=O. The result is 0 (inactive). (4) The drug is O=C(Nc1cc2nc(n(c2cc1)C)CCN1CCN(CC1)C)CC. The result is 0 (inactive). (5) The molecule is s1c2c(C(CCC2)C)c2c1nc(n1ncnc21)NCc1occc1. The result is 0 (inactive).